From a dataset of Catalyst prediction with 721,799 reactions and 888 catalyst types from USPTO. Predict which catalyst facilitates the given reaction. (1) Reactant: [O:1]1[CH2:6][CH2:5][N:4]([C:7]2[CH:12]=[CH:11][C:10]([C:13]3[NH:17][C:16]4[CH:18]=[CH:19][C:20]([C:22]([OH:24])=O)=[CH:21][C:15]=4[N:14]=3)=[CH:9][CH:8]=2)[CH2:3][CH2:2]1.O1CCN(C2C=CC(C=O)=CC=2)C[CH2:26]1.S(S([O-])=O)([O-])(=O)=O.[Na+].[Na+].N[C:49]1[CH:50]=[C:51]([CH:55]=[CH:56][C:57]=1[NH2:58])[C:52]([OH:54])=[O:53]. Product: [O:1]1[CH2:6][CH2:5][N:4]([C:7]2[CH:12]=[CH:11][C:10]([C:13]3[NH:17][C:16]4[CH:18]=[CH:19][C:20]([C:22]([NH:58][C:57]5[CH:56]=[CH:55][C:51]([C:52]([O:54][CH3:26])=[O:53])=[CH:50][CH:49]=5)=[O:24])=[CH:21][C:15]=4[N:14]=3)=[CH:9][CH:8]=2)[CH2:3][CH2:2]1. The catalyst class is: 666. (2) Reactant: [Cl:1][C:2]1[N:7]=[C:6](Cl)[C:5]([Cl:9])=[CH:4][N:3]=1.[C:10]1([C@@H:16]([CH2:18][OH:19])[NH2:17])[CH:15]=[CH:14][CH:13]=[CH:12][CH:11]=1.CCN(C(C)C)C(C)C.C(Cl)Cl.CO. Product: [Cl:1][C:2]1[N:7]=[C:6]([NH:17][C@@H:16]([C:10]2[CH:15]=[CH:14][CH:13]=[CH:12][CH:11]=2)[CH2:18][OH:19])[C:5]([Cl:9])=[CH:4][N:3]=1. The catalyst class is: 41. (3) Reactant: C[Si]([N-][Si](C)(C)C)(C)C.[Li+].F[C:12]1[CH:17]=[C:16]([O:18][CH3:19])[CH:15]=[CH:14][C:13]=1[C:20]1[NH:29][C:28](=[O:30])[C:27]2[C:22](=[CH:23][C:24]([O:33][CH3:34])=[CH:25][C:26]=2[O:31][CH3:32])[N:21]=1.[CH3:35][C:36]1([CH3:43])[CH2:41][CH2:40][CH:39]([NH2:42])[CH2:38][CH2:37]1. Product: [CH3:35][C:36]1([CH3:43])[CH2:41][CH2:40][CH:39]([NH:42][C:12]2[CH:17]=[C:16]([O:18][CH3:19])[CH:15]=[CH:14][C:13]=2[C:20]2[NH:29][C:28](=[O:30])[C:27]3[C:22](=[CH:23][C:24]([O:33][CH3:34])=[CH:25][C:26]=3[O:31][CH3:32])[N:21]=2)[CH2:38][CH2:37]1. The catalyst class is: 598. (4) Reactant: [CH:1](=[O:8])[C:2]1[CH:7]=[CH:6][CH:5]=[CH:4][CH:3]=1.[CH3:9]/[C:10](/[C:13]([CH3:15])=O)=[N:11]\[OH:12].Cl.[OH-].[Na+]. Product: [CH3:9][C:10]1[N+:11]([O-:12])=[C:1]([C:2]2[CH:7]=[CH:6][CH:5]=[CH:4][CH:3]=2)[O:8][C:13]=1[CH3:15]. The catalyst class is: 15. (5) Reactant: [CH3:1][C:2]1([CH3:32])[CH2:6][C:5]2[C:7]([O:11][C:12]3[N:17]=[CH:16][C:15]([NH:18][C:19]([C@H:21]([NH:24]C(=O)OC(C)(C)C)[CH2:22][CH3:23])=[O:20])=[CH:14][CH:13]=3)=[CH:8][CH:9]=[CH:10][C:4]=2[O:3]1.C(O)(C(F)(F)F)=O.C([O-])(O)=O.[Na+]. Product: [NH2:24][C@H:21]([CH2:22][CH3:23])[C:19]([NH:18][C:15]1[CH:16]=[N:17][C:12]([O:11][C:7]2[C:5]3[CH2:6][C:2]([CH3:1])([CH3:32])[O:3][C:4]=3[CH:10]=[CH:9][CH:8]=2)=[CH:13][CH:14]=1)=[O:20]. The catalyst class is: 4.